From a dataset of TCR-epitope binding with 47,182 pairs between 192 epitopes and 23,139 TCRs. Binary Classification. Given a T-cell receptor sequence (or CDR3 region) and an epitope sequence, predict whether binding occurs between them. The epitope is ALSKGVHFV. The TCR CDR3 sequence is CASSEAQGVGVNTEAFF. Result: 1 (the TCR binds to the epitope).